This data is from Forward reaction prediction with 1.9M reactions from USPTO patents (1976-2016). The task is: Predict the product of the given reaction. (1) Given the reactants [CH2:1]([S:8][C:9]1[N:10]=[C:11](Cl)[C:12]2[S:17][C:16]([NH2:18])=[N:15][C:13]=2[N:14]=1)[C:2]1[CH:7]=[CH:6][CH:5]=[CH:4][CH:3]=1.CCN(C(C)C)C(C)C.[CH3:29][NH:30][C@H:31]([CH2:34][CH2:35][CH3:36])[CH2:32][OH:33], predict the reaction product. The product is: [NH2:18][C:16]1[S:17][C:12]2[C:11]([N:30]([CH3:29])[C@H:31]([CH2:34][CH2:35][CH3:36])[CH2:32][OH:33])=[N:10][C:9]([S:8][CH2:1][C:2]3[CH:7]=[CH:6][CH:5]=[CH:4][CH:3]=3)=[N:14][C:13]=2[N:15]=1. (2) Given the reactants [C:1]([O:5][C:6]([N:8]([CH3:13])[CH2:9][C:10]([OH:12])=O)=[O:7])([CH3:4])([CH3:3])[CH3:2].C(N1C=CN=C1)(N1C=CN=C1)=O.O[N:27]=[C:28]([C:30]1[CH:31]=[CH:32][C:33]([CH3:48])=[C:34]([NH:36][C:37]([C:39]2[N:43]3[CH:44]=[CH:45][CH:46]=[CH:47][C:42]3=[N:41][CH:40]=2)=[O:38])[CH:35]=1)[NH2:29], predict the reaction product. The product is: [N:41]1[CH:40]=[C:39]([C:37]([NH:36][C:34]2[CH:35]=[C:30]([C:28]3[N:27]=[C:10]([CH2:9][N:8]([CH3:13])[C:6](=[O:7])[O:5][C:1]([CH3:2])([CH3:3])[CH3:4])[O:12][N:29]=3)[CH:31]=[CH:32][C:33]=2[CH3:48])=[O:38])[N:43]2[CH:44]=[CH:45][CH:46]=[CH:47][C:42]=12. (3) Given the reactants [N:1]([C:4]1[CH:5]=[C:6]([CH:10]=[CH:11][CH:12]=1)[C:7]([NH2:9])=[O:8])=[C:2]=[S:3].[NH3:13], predict the reaction product. The product is: [NH:1]([C:4]1[CH:5]=[C:6]([CH:10]=[CH:11][CH:12]=1)[C:7]([NH2:9])=[O:8])[C:2]([NH2:13])=[S:3]. (4) Given the reactants [Br:1][C:2]1[CH:3]=[C:4]2[C:8](=[CH:9][CH:10]=1)[NH:7][CH:6]=[C:5]2[CH:11]=[O:12].[H-].[Na+].[CH3:15][O:16][C:17]1[C:26]2[C:21](=[CH:22][CH:23]=[CH:24][CH:25]=2)[C:20]([S:27](Cl)(=[O:29])=[O:28])=[CH:19][C:18]=1[N:31]1[CH2:36][CH2:35][N:34]([C:37](=[O:42])[C:38]([Cl:41])([Cl:40])[Cl:39])[CH2:33][CH2:32]1, predict the reaction product. The product is: [Br:1][C:2]1[CH:3]=[C:4]2[C:8](=[CH:9][CH:10]=1)[N:7]([S:27]([C:20]1[C:21]3[C:26](=[CH:25][CH:24]=[CH:23][CH:22]=3)[C:17]([O:16][CH3:15])=[C:18]([N:31]3[CH2:36][CH2:35][N:34]([C:37](=[O:42])[C:38]([Cl:41])([Cl:39])[Cl:40])[CH2:33][CH2:32]3)[CH:19]=1)(=[O:28])=[O:29])[CH:6]=[C:5]2[CH:11]=[O:12]. (5) Given the reactants C(N=[N+]=[N-])C1C=CC=CC=1.[N:11]([CH2:14][C:15]1[CH:20]=[CH:19][C:18]([C:21]([F:24])([F:23])[F:22])=[CH:17][CH:16]=1)=[N+:12]=[N-:13].[C:25]([C:27]1[S:28][C:29]([C:33]([O:35][CH2:36][CH3:37])=[O:34])=[C:30]([CH3:32])[N:31]=1)#[CH:26], predict the reaction product. The product is: [CH3:32][C:30]1[N:31]=[C:27]([C:25]2[N:13]=[N:12][N:11]([CH2:14][C:15]3[CH:16]=[CH:17][C:18]([C:21]([F:23])([F:22])[F:24])=[CH:19][CH:20]=3)[CH:26]=2)[S:28][C:29]=1[C:33]([O:35][CH2:36][CH3:37])=[O:34]. (6) Given the reactants [C:1]([N:8]1[C:16]2[C:11](=[CH:12][C:13]([CH2:20]Br)=[CH:14][C:15]=2[N+:17]([O-:19])=[O:18])[C:10]([Br:22])=[C:9]1[C:23]1[CH:28]=[CH:27][CH:26]=[CH:25][CH:24]=1)([O:3][C:4]([CH3:7])([CH3:6])[CH3:5])=[O:2].CCN(CC)CC.[O:36]=[C:37]1[CH2:42][NH:41][CH2:40][CH2:39][NH:38]1.[NH4+].[Cl-], predict the reaction product. The product is: [C:1]([N:8]1[C:16]2[C:11](=[CH:12][C:13]([CH2:20][N:41]3[CH2:40][CH2:39][NH:38][C:37](=[O:36])[CH2:42]3)=[CH:14][C:15]=2[N+:17]([O-:19])=[O:18])[C:10]([Br:22])=[C:9]1[C:23]1[CH:28]=[CH:27][CH:26]=[CH:25][CH:24]=1)([O:3][C:4]([CH3:5])([CH3:6])[CH3:7])=[O:2]. (7) Given the reactants [O:1]1[C:6]2[CH:7]=[CH:8][C:9]([C:11](Cl)=[O:12])=[CH:10][C:5]=2[O:4][CH2:3][CH2:2]1.[NH2:14][C:15]1[CH:20]=[CH:19][C:18]([C:21]2([C:26]#[N:27])[CH2:25][CH2:24][CH2:23][CH2:22]2)=[CH:17][CH:16]=1.C(N(CC)CC)C, predict the reaction product. The product is: [C:26]([C:21]1([C:18]2[CH:17]=[CH:16][C:15]([NH:14][C:11]([C:9]3[CH:8]=[CH:7][C:6]4[O:1][CH2:2][CH2:3][O:4][C:5]=4[CH:10]=3)=[O:12])=[CH:20][CH:19]=2)[CH2:25][CH2:24][CH2:23][CH2:22]1)#[N:27].